From a dataset of NCI-60 drug combinations with 297,098 pairs across 59 cell lines. Regression. Given two drug SMILES strings and cell line genomic features, predict the synergy score measuring deviation from expected non-interaction effect. (1) Drug 1: C1=CN(C(=O)N=C1N)C2C(C(C(O2)CO)O)O.Cl. Synergy scores: CSS=27.3, Synergy_ZIP=-10.3, Synergy_Bliss=-5.36, Synergy_Loewe=-35.7, Synergy_HSA=-2.05. Drug 2: C(CC(=O)O)C(=O)CN.Cl. Cell line: SN12C. (2) Drug 1: CC12CCC3C(C1CCC2=O)CC(=C)C4=CC(=O)C=CC34C. Drug 2: C1CNP(=O)(OC1)N(CCCl)CCCl. Cell line: UACC62. Synergy scores: CSS=27.1, Synergy_ZIP=0.877, Synergy_Bliss=0.452, Synergy_Loewe=-11.8, Synergy_HSA=0.856. (3) Drug 1: C1CC(C1)(C(=O)O)C(=O)O.[NH2-].[NH2-].[Pt+2]. Drug 2: CC12CCC3C(C1CCC2O)C(CC4=C3C=CC(=C4)O)CCCCCCCCCS(=O)CCCC(C(F)(F)F)(F)F. Cell line: A498. Synergy scores: CSS=-0.900, Synergy_ZIP=0.378, Synergy_Bliss=-0.341, Synergy_Loewe=-0.694, Synergy_HSA=-1.17. (4) Drug 1: C1C(C(OC1N2C=C(C(=O)NC2=O)F)CO)O. Drug 2: C(=O)(N)NO. Cell line: RXF 393. Synergy scores: CSS=3.73, Synergy_ZIP=-1.46, Synergy_Bliss=-0.840, Synergy_Loewe=-97.2, Synergy_HSA=-1.89. (5) Drug 1: C1=NC(=NC(=O)N1C2C(C(C(O2)CO)O)O)N. Drug 2: C1CN(CCN1C(=O)CCBr)C(=O)CCBr. Cell line: DU-145. Synergy scores: CSS=38.4, Synergy_ZIP=-2.84, Synergy_Bliss=-1.56, Synergy_Loewe=-3.29, Synergy_HSA=2.62. (6) Drug 1: C1=CN(C(=O)N=C1N)C2C(C(C(O2)CO)O)O.Cl. Drug 2: CC1CCC2CC(C(=CC=CC=CC(CC(C(=O)C(C(C(=CC(C(=O)CC(OC(=O)C3CCCCN3C(=O)C(=O)C1(O2)O)C(C)CC4CCC(C(C4)OC)O)C)C)O)OC)C)C)C)OC. Cell line: OVCAR-5. Synergy scores: CSS=19.6, Synergy_ZIP=-5.40, Synergy_Bliss=0.851, Synergy_Loewe=-6.45, Synergy_HSA=-0.0357.